From a dataset of Reaction yield outcomes from USPTO patents with 853,638 reactions. Predict the reaction yield, written as a fraction of the theoretical maximum amount of product (1.0 means a 100% yield; for example, 0.34 means a 34% yield). The yield is 0.620. The catalyst is C(Cl)Cl. The reactants are [S:1]1[C:5]2[CH:6]=[CH:7][CH:8]=[CH:9][C:4]=2[N:3]=[C:2]1[CH2:10][C:11]1[CH:27]=[CH:26][C:14]([CH2:15][N:16]2[CH2:21][CH:20]3[CH2:22][CH:17]2[CH2:18][N:19]3C(=O)C)=[CH:13][CH:12]=1.CCN(CC)CC.[CH3:35][S:36](Cl)(=[O:38])=[O:37]. The product is [CH3:35][S:36]([N:19]1[CH2:18][C@@H:17]2[CH2:22][C@H:20]1[CH2:21][N:16]2[CH2:15][C:14]1[CH:13]=[CH:12][C:11]([CH2:10][C:2]2[S:1][C:5]3[CH:6]=[CH:7][CH:8]=[CH:9][C:4]=3[N:3]=2)=[CH:27][CH:26]=1)(=[O:38])=[O:37].